From a dataset of Peptide-MHC class II binding affinity with 134,281 pairs from IEDB. Regression. Given a peptide amino acid sequence and an MHC pseudo amino acid sequence, predict their binding affinity value. This is MHC class II binding data. (1) The peptide sequence is RQLIKTDISMSMPKF. The MHC is HLA-DPA10201-DPB10501 with pseudo-sequence HLA-DPA10201-DPB10501. The binding affinity (normalized) is 0.331. (2) The peptide sequence is GEQLYISVISPARSL. The binding affinity (normalized) is 0.214. The MHC is DRB1_0301 with pseudo-sequence DRB1_0301. (3) The peptide sequence is THFPFDEQNCSMK. The MHC is DRB1_0401 with pseudo-sequence DRB1_0401. The binding affinity (normalized) is 0. (4) The peptide sequence is GEIYKRWIILGLNKIVRMY. The MHC is HLA-DQA10301-DQB10301 with pseudo-sequence HLA-DQA10301-DQB10301. The binding affinity (normalized) is 0.375. (5) The peptide sequence is SLDKFLANVSTVLTGKYR. The MHC is DRB3_0202 with pseudo-sequence DRB3_0202. The binding affinity (normalized) is 0.880. (6) The MHC is DRB1_1602 with pseudo-sequence DRB1_1602. The binding affinity (normalized) is 0.767. The peptide sequence is YDKFLANVSTVLTQK. (7) The peptide sequence is GELGIVDKIDAAFKI. The MHC is DRB1_1201 with pseudo-sequence DRB1_1201. The binding affinity (normalized) is 0.571. (8) The peptide sequence is LRAGITLVPVVDGRS. The MHC is DRB1_0101 with pseudo-sequence DRB1_0101. The binding affinity (normalized) is 0.663.